From a dataset of Reaction yield outcomes from USPTO patents with 853,638 reactions. Predict the reaction yield, written as a fraction of the theoretical maximum amount of product (1.0 means a 100% yield; for example, 0.34 means a 34% yield). The reactants are [CH:1](NC(C)C)(C)C.[Li+].CCC[CH2-].[CH3:13][O:14][C:15]1[CH:34]=[CH:33][C:18]([CH2:19][N:20]2[C@H:25]([C:26]3[CH:31]=[CH:30][CH:29]=[CH:28][CH:27]=3)[CH2:24][O:23][CH2:22][C:21]2=[O:32])=[CH:17][CH:16]=1.CI.Cl. The catalyst is O1CCCC1. The yield is 0.870. The product is [CH3:13][O:14][C:15]1[CH:16]=[CH:17][C:18]([CH2:19][N:20]2[C@H:25]([C:26]3[CH:31]=[CH:30][CH:29]=[CH:28][CH:27]=3)[CH2:24][O:23][C@@H:22]([CH3:1])[C:21]2=[O:32])=[CH:33][CH:34]=1.